From a dataset of Forward reaction prediction with 1.9M reactions from USPTO patents (1976-2016). Predict the product of the given reaction. (1) Given the reactants [CH2:1]([O:8][C:9]1[CH:10]=[CH:11][C:12]2[C:13]3[N:14]([CH2:22][CH2:23][N:24]=3)[C:15]([NH2:21])=[N:16][C:17]=2[C:18]=1[O:19][CH3:20])[C:2]1[CH:7]=CC=CC=1.ClCCC[S:29]([N:32]([CH3:34])[CH3:33])(=[O:31])=[O:30], predict the reaction product. The product is: [NH2:21][C:15]1[N:14]2[CH2:22][CH2:23][N:24]=[C:13]2[C:12]2[CH:11]=[CH:10][C:9]([O:8][CH2:1][CH2:2][CH2:7][S:29]([N:32]([CH3:34])[CH3:33])(=[O:31])=[O:30])=[C:18]([O:19][CH3:20])[C:17]=2[N:16]=1. (2) Given the reactants O[CH:2]([CH2:13][CH2:14][CH2:15][CH2:16][CH2:17][CH2:18][CH2:19]O)[CH2:3][CH2:4][CH2:5][CH2:6][CH2:7][CH2:8][CH2:9][C:10]([OH:12])=[O:11].O1C(CCCCCCCCO)C1CCCCCC[CH2:29][C:30]([OH:32])=[O:31].OC(C(O)CCCCCCCCO)CCCCCCCC(O)=O.OCCCCCCCCCCCCCCCCCCCCCC(O)=O.OCCCCCCCCC=CCCCCCCCC(O)=O.C(O)(=O)CCCCCCCCCCCCCCCCCCCCC(O)=O, predict the reaction product. The product is: [C:30]([OH:32])(=[O:31])[CH2:29][CH2:19][CH2:18][CH2:17][CH2:16][CH2:15][CH2:14][CH:13]=[CH:2][CH2:3][CH2:4][CH2:5][CH2:6][CH2:7][CH2:8][CH2:9][C:10]([OH:12])=[O:11]. (3) Given the reactants F[C:2]1[C:7](S(C)(=O)=O)=[CH:6][CH:5]=[CH:4][C:3]=1[CH:12]1[CH2:17][CH2:16][N:15]([CH2:18][CH2:19][CH3:20])[CH2:14][CH2:13]1.[C-:21]#[N:22].[Na+].C1OCCOCCOCCOCCOCCOC1.C(=O)([O-])[O-].[Na+].[Na+].C[N:49]([CH3:52])C=O, predict the reaction product. The product is: [CH2:18]([N:15]1[CH2:16][CH2:17][CH:12]([C:3]2[CH:4]=[CH:5][CH:6]=[C:7]([C:21]#[N:22])[C:2]=2[C:52]#[N:49])[CH2:13][CH2:14]1)[CH2:19][CH3:20]. (4) Given the reactants [CH2:1]([O:3][C:4](=[O:18])[C:5]([O:8][C:9]1[CH:14]=[CH:13][C:12]([Br:15])=[CH:11][C:10]=1[CH:16]=O)([CH3:7])[CH3:6])[CH3:2].[CH3:19][Si:20]([N-][Si:20]([CH3:22])([CH3:21])[CH3:19])([CH3:22])[CH3:21].[Li+].C[Si](Cl)(C)C.[CH2:34]([N:36](CC)CC)[CH3:35].C(Cl)(=[O:43])C, predict the reaction product. The product is: [Br:15][C:12]1[CH:13]=[CH:14][C:9]([O:8][C:5]([C:4]([O:3][CH2:1][CH3:2])=[O:18])([CH3:7])[CH3:6])=[C:10]([CH:16]=[N:36][C:34]([O:43][Si:20]([CH3:22])([CH3:21])[CH3:19])=[CH2:35])[CH:11]=1. (5) Given the reactants Cl.[OH:2][C@H:3]1[CH2:8][CH2:7][C@H:6]([N:9]2[CH2:13][CH2:12][C:11]3([CH2:18][CH2:17][CH2:16][NH:15][CH2:14]3)[C:10]2=[O:19])[CH2:5][CH2:4]1.Cl[C:21]([O:23][C:24]1[CH:29]=[CH:28][C:27]([N+:30]([O-:32])=[O:31])=[CH:26][CH:25]=1)=[O:22].C(N(CC)C(C)C)(C)C.C(Cl)Cl, predict the reaction product. The product is: [OH:2][C@H:3]1[CH2:8][CH2:7][C@H:6]([N:9]2[CH2:13][CH2:12][C:11]3([CH2:18][CH2:17][CH2:16][N:15]([C:21]([O:23][C:24]4[CH:25]=[CH:26][C:27]([N+:30]([O-:32])=[O:31])=[CH:28][CH:29]=4)=[O:22])[CH2:14]3)[C:10]2=[O:19])[CH2:5][CH2:4]1. (6) Given the reactants [C:1]([O:5][C:6]([NH:8][C:9]1[S:13][C:12]([C:14]2[C:19]([F:20])=[CH:18][CH:17]=[CH:16][C:15]=2[F:21])=[N:11][C:10]=1[C:22]([OH:24])=O)=[O:7])([CH3:4])([CH3:3])[CH3:2].ClC(N(C)C)=C(C)C.[NH2:33][C:34]1[CH:35]=[N:36][C:37]2[C:42]([C:43]=1[N:44]1[CH2:49][CH2:48][CH2:47][C@H:46]([NH:50][C:51](=[O:57])[O:52][C:53]([CH3:56])([CH3:55])[CH3:54])[CH2:45]1)=[CH:41][CH:40]=[CH:39][CH:38]=2.N1C=CC=CC=1, predict the reaction product. The product is: [C:1]([O:5][C:6]([NH:8][C:9]1[S:13][C:12]([C:14]2[C:15]([F:21])=[CH:16][CH:17]=[CH:18][C:19]=2[F:20])=[N:11][C:10]=1[C:22]([NH:33][C:34]1[CH:35]=[N:36][C:37]2[C:42]([C:43]=1[N:44]1[CH2:49][CH2:48][CH2:47][C@H:46]([NH:50][C:51](=[O:57])[O:52][C:53]([CH3:55])([CH3:54])[CH3:56])[CH2:45]1)=[CH:41][CH:40]=[CH:39][CH:38]=2)=[O:24])=[O:7])([CH3:3])([CH3:4])[CH3:2]. (7) The product is: [ClH:19].[CH2:20]([N:27]1[CH2:32][CH2:31][CH:30]([NH:33][S:16]([C:14]2[S:15][C:11]([C:5]3[CH:4]=[C:3]([CH2:1][CH3:2])[C:8](=[O:9])[NH:7][C:6]=3[CH3:10])=[CH:12][CH:13]=2)(=[O:18])=[O:17])[CH2:29][CH2:28]1)[C:21]1[CH:22]=[CH:23][CH:24]=[CH:25][CH:26]=1. Given the reactants [CH2:1]([C:3]1[C:8](=[O:9])[NH:7][C:6]([CH3:10])=[C:5]([C:11]2[S:15][C:14]([S:16]([Cl:19])(=[O:18])=[O:17])=[CH:13][CH:12]=2)[CH:4]=1)[CH3:2].[CH2:20]([N:27]1[CH2:32][CH2:31][CH:30]([NH2:33])[CH2:29][CH2:28]1)[C:21]1[CH:26]=[CH:25][CH:24]=[CH:23][CH:22]=1, predict the reaction product. (8) Given the reactants [C:1]([O:5][C:6](=[O:31])[CH2:7][CH2:8][C:9]([CH2:22][CH2:23][C:24]([O:26][C:27]([CH3:30])([CH3:29])[CH3:28])=[O:25])([N+:19]([O-])=O)[CH2:10][CH2:11][C:12]([O:14][C:15]([CH3:18])([CH3:17])[CH3:16])=[O:13])([CH3:4])([CH3:3])[CH3:2], predict the reaction product. The product is: [C:15]([O:14][C:12](=[O:13])[CH2:11][CH2:10][C:9]([NH2:19])([CH2:22][CH2:23][C:24]([O:26][C:27]([CH3:30])([CH3:29])[CH3:28])=[O:25])[CH2:8][CH2:7][C:6]([O:5][C:1]([CH3:2])([CH3:3])[CH3:4])=[O:31])([CH3:16])([CH3:17])[CH3:18]. (9) The product is: [Cl:1][C:2]1[CH:3]=[C:4]([CH:23]=[CH:24][CH:25]=1)[O:5][C:6]1[CH:11]=[CH:10][C:9]([B:12]([OH:13])[OH:16])=[CH:8][C:7]=1[O:21][CH3:22]. Given the reactants [Cl:1][C:2]1[CH:3]=[C:4]([CH:23]=[CH:24][CH:25]=1)[O:5][C:6]1[CH:11]=[CH:10][C:9]([B:12]2[O:16]C(C)(C)C(C)(C)[O:13]2)=[CH:8][C:7]=1[O:21][CH3:22].I([O-])(=O)(=O)=O.[Na+].C([O-])(=O)C.[NH4+].O, predict the reaction product. (10) The product is: [Si:20]([O:1][CH2:2][C:3]1[N:8]=[C:7]([C:9]([O:11][CH2:12][CH3:13])=[O:10])[CH:6]=[C:5]([Br:14])[CH:4]=1)([C:33]([CH3:36])([CH3:35])[CH3:34])([C:27]1[CH:28]=[CH:29][CH:30]=[CH:31][CH:32]=1)[C:21]1[CH:26]=[CH:25][CH:24]=[CH:23][CH:22]=1. Given the reactants [OH:1][CH2:2][C:3]1[N:8]=[C:7]([C:9]([O:11][CH2:12][CH3:13])=[O:10])[CH:6]=[C:5]([Br:14])[CH:4]=1.N1C=CN=C1.[Si:20](Cl)([C:33]([CH3:36])([CH3:35])[CH3:34])([C:27]1[CH:32]=[CH:31][CH:30]=[CH:29][CH:28]=1)[C:21]1[CH:26]=[CH:25][CH:24]=[CH:23][CH:22]=1, predict the reaction product.